From a dataset of Forward reaction prediction with 1.9M reactions from USPTO patents (1976-2016). Predict the product of the given reaction. (1) Given the reactants [CH2:1]([O:8][C:9]([C:26]([F:29])([F:28])[F:27])([CH2:13][C:14]([C:17]1[CH:22]=[C:21]([F:23])[CH:20]=[CH:19][C:18]=1[O:24][CH3:25])([CH3:16])[CH3:15])[C:10](O)=[O:11])[C:2]1[CH:7]=[CH:6][CH:5]=[CH:4][CH:3]=1.C(Cl)(=O)C([Cl:33])=O.CN(C=O)C, predict the reaction product. The product is: [CH2:1]([O:8][C:9]([C:26]([F:29])([F:28])[F:27])([CH2:13][C:14]([C:17]1[CH:22]=[C:21]([F:23])[CH:20]=[CH:19][C:18]=1[O:24][CH3:25])([CH3:16])[CH3:15])[C:10]([Cl:33])=[O:11])[C:2]1[CH:7]=[CH:6][CH:5]=[CH:4][CH:3]=1. (2) Given the reactants [CH3:1][O:2][C:3]1[C:8]([O:9][CH3:10])=[C:7]([OH:11])[C:6]([CH3:12])=[C:5]([Br:13])[N:4]=1.[Si:14](Cl)([C:17]([CH3:20])([CH3:19])[CH3:18])([CH3:16])[CH3:15].N1C=CN=C1, predict the reaction product. The product is: [CH3:1][O:2][C:3]1[C:8]([O:9][CH3:10])=[C:7]([O:11][Si:14]([C:17]([CH3:20])([CH3:19])[CH3:18])([CH3:16])[CH3:15])[C:6]([CH3:12])=[C:5]([Br:13])[N:4]=1. (3) Given the reactants C(O)(C(F)(F)F)=O.[F:8][C:9]1[C:10]([NH:28][C:29]2[CH:30]=[C:31]([NH:35][S:36]([NH:39]C(OC(C)(C)C)=O)(=[O:38])=[O:37])[CH:32]=[CH:33][CH:34]=2)=[N:11][C:12]([NH:15][C:16]2[CH:21]=[C:20]([O:22][CH3:23])[C:19]([O:24][CH3:25])=[C:18]([O:26][CH3:27])[CH:17]=2)=[N:13][CH:14]=1, predict the reaction product. The product is: [F:8][C:9]1[C:10]([NH:28][C:29]2[CH:30]=[C:31]([NH:35][S:36]([NH2:39])(=[O:37])=[O:38])[CH:32]=[CH:33][CH:34]=2)=[N:11][C:12]([NH:15][C:16]2[CH:17]=[C:18]([O:26][CH3:27])[C:19]([O:24][CH3:25])=[C:20]([O:22][CH3:23])[CH:21]=2)=[N:13][CH:14]=1. (4) Given the reactants Cl[C:2]([O:4][CH2:5][CH3:6])=[O:3].[Cl:7][C:8]1[CH:9]=[CH:10][C:11]2[O:27][C:26]3[CH:28]=[CH:29][CH:30]=[CH:31][C:25]=3[C@H:14]3[CH2:15][N:16](CC4C=CC=CC=4)[CH2:17][C@@H:13]3[C:12]=2[CH:32]=1, predict the reaction product. The product is: [Cl:7][C:8]1[CH:9]=[CH:10][C:11]2[O:27][C:26]3[CH:28]=[CH:29][CH:30]=[CH:31][C:25]=3[C@H:14]3[CH2:15][N:16]([C:2]([O:4][CH2:5][CH3:6])=[O:3])[CH2:17][C@@H:13]3[C:12]=2[CH:32]=1. (5) Given the reactants C([O:5][C:6](=[O:39])[CH2:7][N:8]1[C:16]2[C:11](=[CH:12][C:13]([F:17])=[CH:14][CH:15]=2)[C:10]([C:18]2[C:23]3[CH:24]=[CH:25][CH:26]=[CH:27][C:22]=3[S:21](=[O:29])(=[O:28])[N:20]([CH2:30][C:31]3[CH:36]=[CH:35][CH:34]=[C:33]([F:37])[CH:32]=3)[N:19]=2)=[C:9]1[CH3:38])(C)(C)C.C(O)(C(F)(F)F)=O, predict the reaction product. The product is: [F:37][C:33]1[CH:32]=[C:31]([CH:36]=[CH:35][CH:34]=1)[CH2:30][N:20]1[N:19]=[C:18]([C:10]2[C:11]3[C:16](=[CH:15][CH:14]=[C:13]([F:17])[CH:12]=3)[N:8]([CH2:7][C:6]([OH:39])=[O:5])[C:9]=2[CH3:38])[C:23]2[CH:24]=[CH:25][CH:26]=[CH:27][C:22]=2[S:21]1(=[O:28])=[O:29]. (6) Given the reactants Br[CH2:2][CH:3]1[O:8][C:7]2[CH:9]=[C:10]([S:13]([CH3:16])(=[O:15])=[O:14])[CH:11]=[CH:12][C:6]=2[CH2:5][O:4]1.[NH:17]1[CH2:20][CH2:19][CH2:18]1, predict the reaction product. The product is: [CH3:16][S:13]([C:10]1[CH:11]=[CH:12][C:6]2[CH2:5][O:4][CH:3]([CH2:2][N:17]3[CH2:20][CH2:19][CH2:18]3)[O:8][C:7]=2[CH:9]=1)(=[O:15])=[O:14].